From a dataset of Full USPTO retrosynthesis dataset with 1.9M reactions from patents (1976-2016). Predict the reactants needed to synthesize the given product. (1) Given the product [N+:26]([C:18]1[CH:17]=[C:16]([C:7]2[CH:8]=[C:9]3[C:4](=[CH:5][CH:6]=2)[NH:3][C:2](=[O:1])[CH2:11][CH2:10]3)[CH:21]=[CH:20][C:19]=1[C:22]([F:23])([F:24])[F:25])([O-:28])=[O:27], predict the reactants needed to synthesize it. The reactants are: [O:1]=[C:2]1[CH2:11][CH2:10][C:9]2[C:4](=[CH:5][CH:6]=[C:7](B(O)O)[CH:8]=2)[NH:3]1.Br[C:16]1[CH:21]=[CH:20][C:19]([C:22]([F:25])([F:24])[F:23])=[C:18]([N+:26]([O-:28])=[O:27])[CH:17]=1.O. (2) Given the product [CH2:1]([C:5]12[CH2:14][CH2:13][CH2:12][C:11](=[O:15])[C:10]([CH3:16])=[C:9]1[C:8]1[CH:17]=[CH:18][C:19]([OH:21])=[CH:20][C:7]=1[CH2:6]2)[CH2:2][CH2:3][CH3:4], predict the reactants needed to synthesize it. The reactants are: [CH2:1]([C:5]12[CH2:14][CH2:13][CH2:12][C:11](=[O:15])[C:10]([CH3:16])=[C:9]1[C:8]1[CH:17]=[CH:18][C:19]([O:21]COC)=[CH:20][C:7]=1[CH2:6]2)[CH2:2][CH2:3][CH3:4].Cl.C([O-])(O)=O.[Na+]. (3) Given the product [I:1][C:2]1[C:3]2[C:4](=[CH:8][N:9]([CH2:14][C:15]3[CH:20]=[CH:19][C:18]([O:21][CH3:22])=[CH:17][CH:16]=3)[N:10]=2)[N:5]=[CH:6][CH:7]=1, predict the reactants needed to synthesize it. The reactants are: [I:1][C:2]1[C:3]2[C:4](=[CH:8][NH:9][N:10]=2)[N:5]=[CH:6][CH:7]=1.[H-].[Na+].Cl[CH2:14][C:15]1[CH:20]=[CH:19][C:18]([O:21][CH3:22])=[CH:17][CH:16]=1. (4) Given the product [NH:26]1[C:34]2[C:29](=[CH:30][C:31]([NH:35][C:2]3[C:3]4[NH:16][N:15]=[CH:14][C:4]=4[N:5]=[C:6]([C:8]4[CH:9]=[CH:10][N:11]=[CH:12][CH:13]=4)[N:7]=3)=[CH:32][CH:33]=2)[CH:28]=[N:27]1, predict the reactants needed to synthesize it. The reactants are: Cl[C:2]1[C:3]2[C:4](=[CH:14][N:15](CC3C=CC(OC)=CC=3)[N:16]=2)[N:5]=[C:6]([C:8]2[CH:13]=[CH:12][N:11]=[CH:10][CH:9]=2)[N:7]=1.[NH:26]1[C:34]2[C:29](=[CH:30][C:31]([NH2:35])=[CH:32][CH:33]=2)[CH:28]=[N:27]1.Cl. (5) The reactants are: [O:1]1[C:5]2([CH2:10][CH2:9][CH:8](OS(C)(=O)=O)[CH2:7][CH2:6]2)[O:4][CH2:3][CH2:2]1.[NH:16]1[CH:20]=[N:19][CH:18]=[N:17]1.[H-].[Na+]. Given the product [N:16]1([CH:8]2[CH2:9][CH2:10][C:5](=[O:4])[CH2:6][CH2:7]2)[CH:20]=[N:19][CH:18]=[N:17]1.[O:1]1[C:5]2([CH2:10][CH2:9][CH:8]([N:16]3[CH:20]=[N:19][CH:18]=[N:17]3)[CH2:7][CH2:6]2)[O:4][CH2:3][CH2:2]1, predict the reactants needed to synthesize it. (6) Given the product [C:20]([O:19][C:17]([NH:16][CH2:15][CH2:14][CH2:13][O:12][C:10]1[CH:9]=[C:8]([CH2:24][OH:25])[N:7]=[C:6]([CH2:4][OH:3])[CH:11]=1)=[O:18])([CH3:23])([CH3:21])[CH3:22], predict the reactants needed to synthesize it. The reactants are: C([O:3][C:4]([C:6]1[CH:11]=[C:10]([O:12][CH2:13][CH2:14][CH2:15][NH:16][C:17]([O:19][C:20]([CH3:23])([CH3:22])[CH3:21])=[O:18])[CH:9]=[C:8]([C:24](OCC)=[O:25])[N:7]=1)=O)C.[BH4-].[Na+].[Cl-].[Ca+2].[Cl-].[H][H]. (7) Given the product [Cl:1][C:2]1[N:7]=[C:6]([NH:10][CH2:11][CH:12]2[N:16]([CH3:17])[C:15](=[O:18])[CH2:14][CH2:13]2)[C:5]([Cl:9])=[CH:4][N:3]=1, predict the reactants needed to synthesize it. The reactants are: [Cl:1][C:2]1[N:7]=[C:6](Cl)[C:5]([Cl:9])=[CH:4][N:3]=1.[NH2:10][CH2:11][CH:12]1[N:16]([CH3:17])[C:15](=[O:18])[CH2:14][CH2:13]1. (8) Given the product [C:1]([O:5][C:6]([N:8]1[CH2:13][CH:12]=[C:11]([C:14]2[CH:15]=[CH:16][C:17]([C:18]([N:41]3[CH2:40][CH2:39][N:38]([S:35]([C:30]4[CH:29]=[CH:28][C:27]5[C:32](=[CH:33][CH:34]=[C:25]([Cl:24])[CH:26]=5)[CH:31]=4)(=[O:37])=[O:36])[CH2:43][CH2:42]3)=[O:20])=[CH:21][CH:22]=2)[CH2:10][CH2:9]1)=[O:7])([CH3:3])([CH3:4])[CH3:2], predict the reactants needed to synthesize it. The reactants are: [C:1]([O:5][C:6]([N:8]1[CH2:13][CH:12]=[C:11]([C:14]2[CH:22]=[CH:21][C:17]([C:18]([OH:20])=O)=[CH:16][CH:15]=2)[CH2:10][CH2:9]1)=[O:7])([CH3:4])([CH3:3])[CH3:2].Cl.[Cl:24][C:25]1[CH:26]=[C:27]2[C:32](=[CH:33][CH:34]=1)[CH:31]=[C:30]([S:35]([N:38]1[CH2:43][CH2:42][NH:41][CH2:40][CH2:39]1)(=[O:37])=[O:36])[CH:29]=[CH:28]2. (9) Given the product [CH:1]1([CH2:4][O:5][C:6]2[CH:11]=[CH:10][C:9]([C:12]3[O:13][C:14]4[CH:19]=[C:18]([O:20][CH2:21][C@@H:22]([NH:24][C:25](=[O:31])[CH3:34])[CH3:23])[N:17]=[CH:16][C:15]=4[N:32]=3)=[CH:8][CH:7]=2)[CH2:2][CH2:3]1, predict the reactants needed to synthesize it. The reactants are: [CH:1]1([CH2:4][O:5][C:6]2[CH:11]=[CH:10][C:9]([C:12]3[O:13][C:14]4[CH:19]=[C:18]([O:20][CH2:21][C@@H:22]([NH:24][C:25](=[O:31])OC(C)(C)C)[CH3:23])[N:17]=[CH:16][C:15]=4[N:32]=3)=[CH:8][CH:7]=2)[CH2:3][CH2:2]1.Cl.[CH3:34]O.